From a dataset of Catalyst prediction with 721,799 reactions and 888 catalyst types from USPTO. Predict which catalyst facilitates the given reaction. Reactant: C([O:8][N:9]1[C:15](=[O:16])[N:14]2[CH2:17][C@H:10]1[CH2:11][CH2:12][C@H:13]2[C:18]1[O:22][C:21]([C:23]([NH2:25])=[O:24])=[N:20][N:19]=1)C1C=CC=CC=1. Product: [OH:8][N:9]1[C:15](=[O:16])[N:14]2[CH2:17][C@H:10]1[CH2:11][CH2:12][C@H:13]2[C:18]1[O:22][C:21]([C:23]([NH2:25])=[O:24])=[N:20][N:19]=1. The catalyst class is: 123.